Dataset: Full USPTO retrosynthesis dataset with 1.9M reactions from patents (1976-2016). Task: Predict the reactants needed to synthesize the given product. (1) Given the product [Cl:26][C:27]1[CH:32]=[CH:31][C:30]([NH:33][C:34]([NH:16][C:15]2[CH:14]=[CH:13][C:12]([C:10]3[CH:9]=[CH:8][CH:7]=[C:6]([N:1]4[CH2:5][CH2:4][CH2:3][CH2:2]4)[N:11]=3)=[CH:18][CH:17]=2)=[O:35])=[CH:29][CH:28]=1, predict the reactants needed to synthesize it. The reactants are: [N:1]1([C:6]2[N:11]=[C:10]([C:12]3[CH:18]=[CH:17][C:15]([NH2:16])=[CH:14][CH:13]=3)[CH:9]=[CH:8][CH:7]=2)[CH2:5][CH2:4][CH2:3][CH2:2]1.CCN(CC)CC.[Cl:26][C:27]1[CH:32]=[CH:31][C:30]([N:33]=[C:34]=[O:35])=[CH:29][CH:28]=1. (2) Given the product [Cl:21][C:18]1[CH:19]=[CH:20][C:11]([NH:10][C:6]2[CH:5]=[C:4]3[C:9](=[CH:8][CH:7]=2)[N:1]([CH2:24][C:25]2[N:26]=[CH:27][S:28][CH:29]=2)[CH:2]=[CH:3]3)=[C:12]([CH:17]=1)[C:13]([O:15][CH3:16])=[O:14], predict the reactants needed to synthesize it. The reactants are: [NH:1]1[C:9]2[C:4](=[CH:5][C:6]([NH:10][C:11]3[CH:20]=[CH:19][C:18]([Cl:21])=[CH:17][C:12]=3[C:13]([O:15][CH3:16])=[O:14])=[CH:7][CH:8]=2)[CH:3]=[CH:2]1.Cl.Cl[CH2:24][C:25]1[N:26]=[CH:27][S:28][CH:29]=1.CC(C)([O-])C.[K+].O. (3) Given the product [CH2:37]([N:26]1[C:25]([C:21]2[CH:20]=[C:19]([CH:24]=[CH:23][CH:22]=2)[NH:18][C:2]2[CH:7]=[C:6]([C:8]([F:11])([F:10])[F:9])[N:5]=[C:4]([C:12]3[CH:13]=[N:14][CH:15]=[CH:16][CH:17]=3)[N:3]=2)=[CH:29][C:28](=[O:30])[N:27]1[C:31]1[CH:36]=[CH:35][CH:34]=[CH:33][CH:32]=1)[CH3:38], predict the reactants needed to synthesize it. The reactants are: Cl[C:2]1[CH:7]=[C:6]([C:8]([F:11])([F:10])[F:9])[N:5]=[C:4]([C:12]2[CH:13]=[N:14][CH:15]=[CH:16][CH:17]=2)[N:3]=1.[NH2:18][C:19]1[CH:20]=[C:21]([C:25]2[N:26]([CH2:37][CH3:38])[N:27]([C:31]3[CH:36]=[CH:35][CH:34]=[CH:33][CH:32]=3)[C:28](=[O:30])[CH:29]=2)[CH:22]=[CH:23][CH:24]=1. (4) Given the product [Br:1][C:2]1[CH:7]=[CH:6][C:5]([C:14]2[CH:15]=[CH:16][CH:17]=[C:18]3[C:13]=2[CH:12]=[CH:11][NH:10]3)=[CH:4][C:3]=1[F:9], predict the reactants needed to synthesize it. The reactants are: [Br:1][C:2]1[CH:7]=[CH:6][C:5](I)=[CH:4][C:3]=1[F:9].[NH:10]1[C:18]2[CH:17]=[CH:16][CH:15]=[C:14](B(O)O)[C:13]=2[CH:12]=[CH:11]1.C([O-])(=O)C.[K+].C([O-])([O-])=O.[Cs+].[Cs+].